This data is from Reaction yield outcomes from USPTO patents with 853,638 reactions. The task is: Predict the reaction yield, written as a fraction of the theoretical maximum amount of product (1.0 means a 100% yield; for example, 0.34 means a 34% yield). (1) The reactants are [OH:1][C:2]1[CH:7]=[C:6]([O:8][CH2:9][CH2:10][O:11][CH3:12])[CH:5]=[CH:4][C:3]=1[CH2:13][CH:14]([O:19][CH3:20])[C:15]([O:17][CH3:18])=[O:16].[H-].[Na+].Cl[C:24]1[C:29]([Cl:30])=[CH:28][C:27]([C:31]([F:34])([F:33])[F:32])=[CH:26][N:25]=1.[Cl-].[NH4+]. The catalyst is CN(C)C=O. The product is [Cl:30][C:29]1[C:24]([O:1][C:2]2[CH:7]=[C:6]([O:8][CH2:9][CH2:10][O:11][CH3:12])[CH:5]=[CH:4][C:3]=2[CH2:13][CH:14]([O:19][CH3:20])[C:15]([O:17][CH3:18])=[O:16])=[N:25][CH:26]=[C:27]([C:31]([F:33])([F:32])[F:34])[CH:28]=1. The yield is 0.750. (2) The reactants are [Cl:1][C:2]1[CH:3]=[C:4]([CH:22]=[CH:23][CH:24]=1)[CH2:5][NH:6][C:7]1[CH:12]=[CH:11][C:10]([N+:13]([O-:15])=[O:14])=[C:9]([N:16]2[CH2:21][CH2:20][NH:19][CH2:18][CH2:17]2)[CH:8]=1.Cl. The catalyst is ClCCl.C(OCC)C. The product is [ClH:1].[Cl:1][C:2]1[CH:3]=[C:4]([CH:22]=[CH:23][CH:24]=1)[CH2:5][NH:6][C:7]1[CH:12]=[CH:11][C:10]([N+:13]([O-:15])=[O:14])=[C:9]([N:16]2[CH2:21][CH2:20][NH:19][CH2:18][CH2:17]2)[CH:8]=1. The yield is 0.820. (3) The reactants are [F:1][C:2]1[CH:15]=[CH:14][C:13]([CH3:16])=[CH:12][C:3]=1[NH:4][C:5]1[CH:10]=[CH:9][N:8]=[C:7](Cl)[N:6]=1.[CH3:17][N:18]([CH2:20][CH:21]([OH:32])[CH2:22][N:23]([C:25]1[CH:31]=[CH:30][C:28]([NH2:29])=[CH:27][CH:26]=1)[CH3:24])[CH3:19]. No catalyst specified. The product is [CH3:19][N:18]([CH2:20][CH:21]([OH:32])[CH2:22][N:23]([C:25]1[CH:26]=[CH:27][C:28]([NH:29][C:7]2[N:6]=[C:5]([NH:4][C:3]3[CH:12]=[C:13]([CH3:16])[CH:14]=[CH:15][C:2]=3[F:1])[CH:10]=[CH:9][N:8]=2)=[CH:30][CH:31]=1)[CH3:24])[CH3:17]. The yield is 0.170.